Predict the reactants needed to synthesize the given product. From a dataset of Full USPTO retrosynthesis dataset with 1.9M reactions from patents (1976-2016). Given the product [S:1]1[C:5]2[CH:6]=[CH:7][CH:8]=[CH:9][C:4]=2[N:3]=[C:2]1[NH:10][C:25]([C:23]1[N:24]=[C:20]([C:18]2[CH:17]=[CH:16][C:15]3[O:11][CH2:12][CH2:13][C:14]=3[CH:19]=2)[S:21][CH:22]=1)=[O:26], predict the reactants needed to synthesize it. The reactants are: [S:1]1[C:5]2[CH:6]=[CH:7][CH:8]=[CH:9][C:4]=2[N:3]=[C:2]1[NH2:10].[O:11]1[C:15]2[CH:16]=[CH:17][C:18]([C:20]3[S:21][CH:22]=[C:23]([C:25](O)=[O:26])[N:24]=3)=[CH:19][C:14]=2[CH2:13][CH2:12]1.CN(C(ON1N=NC2C=CC=CC1=2)=[N+](C)C)C.F[P-](F)(F)(F)(F)F.CCN(C(C)C)C(C)C.